Dataset: Reaction yield outcomes from USPTO patents with 853,638 reactions. Task: Predict the reaction yield, written as a fraction of the theoretical maximum amount of product (1.0 means a 100% yield; for example, 0.34 means a 34% yield). (1) The reactants are Cl.[CH3:2][C:3]1[S:12][C:11]2[NH:10][C:9]3[CH:13]=[CH:14][CH:15]=[CH:16][C:8]=3[N:7]=[C:6]([NH2:17])[C:5]=2[CH:4]=1.[Cl:18][C:19]1[CH:20]=[C:21]([CH2:25][CH2:26][C@H:27]2[CH2:32]N[CH2:30][CH2:29][NH:28]2)[CH:22]=[CH:23][CH:24]=1.C(N(CC)C(C)C)(C)C.CS(C)=O. The catalyst is C(OCC)(=O)C.O.C1(C)C=CC=CC=1. The product is [Cl:18][C:19]1[CH:20]=[C:21]([CH2:25][CH2:26][C@@H:27]2[NH:28][CH2:29][CH2:30][N:17]([C:6]3[C:5]4[CH:4]=[C:3]([CH3:2])[S:12][C:11]=4[NH:10][C:9]4[CH:13]=[CH:14][CH:15]=[CH:16][C:8]=4[N:7]=3)[CH2:32]2)[CH:22]=[CH:23][CH:24]=1. The yield is 0.500. (2) The reactants are [Br-].[CH3:2][C:3]1[C:28]([CH3:29])=[CH:27][CH:26]=[CH:25][C:4]=1[CH2:5][P+](C1C=CC=CC=1)(C1C=CC=CC=1)C1C=CC=CC=1.CC(C)([O-])C.[K+].[O:36]=[C:37]1[C:45]2[C:40](=[CH:41][CH:42]=[CH:43][CH:44]=2)[C:39](=[O:46])[N:38]1[CH2:47][CH2:48][CH2:49][C:50]1[CH:51]=[C:52]([CH:55]=[CH:56][CH:57]=1)[CH:53]=O. The catalyst is C(Cl)Cl.C1COCC1. The product is [CH3:2][C:3]1[C:28]([CH3:29])=[CH:27][CH:26]=[CH:25][C:4]=1/[CH:5]=[CH:53]\[C:52]1[CH:51]=[C:50]([CH2:49][CH2:48][CH2:47][N:38]2[C:39](=[O:46])[C:40]3[C:45](=[CH:44][CH:43]=[CH:42][CH:41]=3)[C:37]2=[O:36])[CH:57]=[CH:56][CH:55]=1. The yield is 0.100. (3) The reactants are C([O:3][C:4](=O)[CH2:5][N:6]([C:14]1[CH:19]=[C:18]([C:20]#[N:21])[CH:17]=[CH:16][C:15]=1[NH2:22])C(OC(C)(C)C)=O)C.Cl.CCOCC. The catalyst is CO.O1CCOCC1. The product is [C:20]([C:18]1[CH:19]=[C:14]2[C:15](=[CH:16][CH:17]=1)[NH:22][C:4](=[O:3])[CH2:5][NH:6]2)#[N:21]. The yield is 0.820. (4) The reactants are [Br:1][C:2]1[N:3]([C:8]2[C:17]3[C:12](=[CH:13][CH:14]=[CH:15][CH:16]=3)[C:11]([CH:18]3[CH2:20][CH2:19]3)=[CH:10][CH:9]=2)[C:4]([SH:7])=[N:5][N:6]=1.Br[C:22]([CH3:31])([CH3:30])[C:23]([O:25][C:26]([CH3:29])([CH3:28])[CH3:27])=[O:24].C(N(C(C)C)CC)(C)C. The catalyst is CN(C=O)C. The product is [Br:1][C:2]1[N:3]([C:8]2[C:17]3[C:12](=[CH:13][CH:14]=[CH:15][CH:16]=3)[C:11]([CH:18]3[CH2:20][CH2:19]3)=[CH:10][CH:9]=2)[C:4]([S:7][C:22]([CH3:31])([CH3:30])[C:23]([O:25][C:26]([CH3:29])([CH3:28])[CH3:27])=[O:24])=[N:5][N:6]=1. The yield is 0.750. (5) The reactants are [N+:1]([C:4]1[CH:23]=[CH:22][C:7]([O:8][C:9]2[N:14]=[CH:13][N:12]=[C:11]([NH:15][C:16]3[CH:21]=[CH:20][CH:19]=[CH:18][CH:17]=3)[CH:10]=2)=[CH:6][CH:5]=1)([O-])=O.[Cl-].[NH4+].C(O)C.O. The catalyst is C(OCC)(=O)C.CCCCCC.[Fe]. The product is [NH2:1][C:4]1[CH:23]=[CH:22][C:7]([O:8][C:9]2[N:14]=[CH:13][N:12]=[C:11]([NH:15][C:16]3[CH:21]=[CH:20][CH:19]=[CH:18][CH:17]=3)[CH:10]=2)=[CH:6][CH:5]=1. The yield is 0.840. (6) The reactants are [C:1]([C:3]1[CH:20]=[CH:19][C:6]([O:7][C:8]2[CH:9]=[C:10]([CH:15]=[C:16]([OH:18])[CH:17]=2)[C:11]([O:13][CH3:14])=[O:12])=[CH:5][CH:4]=1)#[N:2].[CH3:21][O:22][CH2:23][C@H:24](O)[CH3:25].C1(P(C2C=CC=CC=2)C2C=CC=CC=2)C=CC=CC=1.N(C(OCC)=O)=NC(OCC)=O. The catalyst is C1COCC1. The product is [C:1]([C:3]1[CH:4]=[CH:5][C:6]([O:7][C:8]2[CH:9]=[C:10]([CH:15]=[C:16]([O:18][C@@H:24]([CH3:25])[CH2:23][O:22][CH3:21])[CH:17]=2)[C:11]([O:13][CH3:14])=[O:12])=[CH:19][CH:20]=1)#[N:2]. The yield is 1.00. (7) The reactants are C[Al](C)C.[NH3:5].[F:6][C:7]1[CH:12]=[CH:11][CH:10]=[C:9]([F:13])[C:8]=1[N:14]1[C:19]2[N:20]=[C:21]([NH:32][CH2:33][C:34](OC)=[O:35])[N:22]=[C:23]([C:24]3[CH:29]=[CH:28][C:27]([F:30])=[CH:26][C:25]=3[CH3:31])[C:18]=2[CH:17]=[CH:16][C:15]1=[O:38]. The catalyst is ClCCl.CCOC(C)=O. The yield is 0.540. The product is [F:13][C:9]1[CH:10]=[CH:11][CH:12]=[C:7]([F:6])[C:8]=1[N:14]1[C:19]2[N:20]=[C:21]([NH:32][CH2:33][C:34]([NH2:5])=[O:35])[N:22]=[C:23]([C:24]3[CH:29]=[CH:28][C:27]([F:30])=[CH:26][C:25]=3[CH3:31])[C:18]=2[CH:17]=[CH:16][C:15]1=[O:38].